Task: Predict the product of the given reaction.. Dataset: Forward reaction prediction with 1.9M reactions from USPTO patents (1976-2016) Given the reactants [N:1]1[CH:6]=[CH:5][C:4]([CH2:7][N:8]2[C:12]3[CH:13]=[CH:14][CH:15]=[C:16]([NH2:17])[C:11]=3[N:10]=[CH:9]2)=[CH:3][CH:2]=1.[N:18]([C:21]1[CH:26]=[C:25]([C:27]([F:30])([F:29])[F:28])[CH:24]=[CH:23][C:22]=1[O:31][CH3:32])=[C:19]=[O:20], predict the reaction product. The product is: [CH3:32][O:31][C:22]1[CH:23]=[CH:24][C:25]([C:27]([F:30])([F:29])[F:28])=[CH:26][C:21]=1[NH:18][C:19]([NH:17][C:16]1[C:11]2[N:10]=[CH:9][N:8]([CH2:7][C:4]3[CH:5]=[CH:6][N:1]=[CH:2][CH:3]=3)[C:12]=2[CH:13]=[CH:14][CH:15]=1)=[O:20].